From a dataset of Forward reaction prediction with 1.9M reactions from USPTO patents (1976-2016). Predict the product of the given reaction. (1) Given the reactants [C:1]1([C:17]2[CH:22]=[CH:21][CH:20]=[CH:19][CH:18]=2)[CH:6]=[CH:5][CH:4]=[C:3]([NH:7][C:8](=[O:16])[CH2:9][CH:10]2[CH2:15][CH2:14][NH:13][CH2:12][CH2:11]2)[CH:2]=1.[C:23]([O:26][CH2:27][C:28](Cl)=[O:29])(=[O:25])[CH3:24], predict the reaction product. The product is: [C:1]1([C:17]2[CH:18]=[CH:19][CH:20]=[CH:21][CH:22]=2)[CH:6]=[CH:5][CH:4]=[C:3]([NH:7][C:8]([CH2:9][CH:10]2[CH2:15][CH2:14][N:13]([C:28](=[O:29])[CH2:27][O:26][C:23](=[O:25])[CH3:24])[CH2:12][CH2:11]2)=[O:16])[CH:2]=1. (2) Given the reactants Cl[C:2]1[N:7]=[C:6]([N:8]2[CH2:13][CH2:12][CH:11]([C:14]3[CH:19]=[CH:18][C:17]([CH:20]([CH3:26])[C:21]([NH:23][CH2:24][CH3:25])=[O:22])=[CH:16][CH:15]=3)[CH2:10][CH2:9]2)[CH:5]=[CH:4][N:3]=1.[CH2:27]([OH:29])[CH3:28].[H-].[Na+], predict the reaction product. The product is: [CH2:27]([O:29][C:2]1[N:7]=[C:6]([N:8]2[CH2:13][CH2:12][CH:11]([C:14]3[CH:19]=[CH:18][C:17]([CH:20]([CH3:26])[C:21]([NH:23][CH2:24][CH3:25])=[O:22])=[CH:16][CH:15]=3)[CH2:10][CH2:9]2)[CH:5]=[CH:4][N:3]=1)[CH3:28]. (3) The product is: [NH:13]1[C:14]2=[N:15][CH:16]=[CH:17][CH:18]=[C:19]2[C:11]([C:9]2[NH:8][CH:7]=[C:6]([C:4]([OH:5])=[O:3])[CH:10]=2)=[N:12]1. Given the reactants C([O:3][C:4]([C:6]1[CH:10]=[C:9]([C:11]2[C:19]3[C:14](=[N:15][CH:16]=[CH:17][CH:18]=3)[NH:13][N:12]=2)[NH:8][CH:7]=1)=[O:5])C.Cl, predict the reaction product. (4) The product is: [I:1][C:2]1[CH:3]=[C:4]([CH:7]=[CH:8][CH:9]=1)[CH2:5][Cl:12]. Given the reactants [I:1][C:2]1[CH:3]=[C:4]([CH:7]=[CH:8][CH:9]=1)[CH2:5]O.S(Cl)([Cl:12])=O.[OH-].[Na+], predict the reaction product.